From a dataset of Full USPTO retrosynthesis dataset with 1.9M reactions from patents (1976-2016). Predict the reactants needed to synthesize the given product. (1) Given the product [N+:9]([C:4]1[CH:3]=[C:2]([NH:1][CH2:15][C:14]2[C:17]([F:27])=[C:18]([F:26])[C:19]([C:22]([F:23])([F:25])[F:24])=[C:20]([F:21])[C:13]=2[F:12])[CH:7]=[CH:6][C:5]=1[OH:8])([O-:11])=[O:10], predict the reactants needed to synthesize it. The reactants are: [NH2:1][C:2]1[CH:7]=[CH:6][C:5]([OH:8])=[C:4]([N+:9]([O-:11])=[O:10])[CH:3]=1.[F:12][C:13]1[C:20]([F:21])=[C:19]([C:22]([F:25])([F:24])[F:23])[C:18]([F:26])=[C:17]([F:27])[C:14]=1[CH2:15]Br. (2) Given the product [Cl:1][C:2]1[C:3](/[C:12](=[N:25]/[O:26][CH2:36][CH:33]2[CH2:35][CH2:34]2)/[CH2:13][N:14]2[C:18](=[O:19])[C:17]3=[CH:20][CH:21]=[CH:22][CH:23]=[C:16]3[C:15]2=[O:24])=[N:4][CH:5]=[C:6]([C:8]([F:10])([F:11])[F:9])[CH:7]=1, predict the reactants needed to synthesize it. The reactants are: [Cl:1][C:2]1[C:3]([C:12](=[N:25][OH:26])[CH2:13][N:14]2[C:18](=[O:19])[C:17]3=[CH:20][CH:21]=[CH:22][CH:23]=[C:16]3[C:15]2=[O:24])=[N:4][CH:5]=[C:6]([C:8]([F:11])([F:10])[F:9])[CH:7]=1.C(=O)([O-])[O-].[K+].[K+].[CH:33]1([CH2:36]Br)[CH2:35][CH2:34]1.O. (3) Given the product [F:9][C:10]1[C:7]2[N:2]=[CH:4][O:5][C:6]=2[C:13]([NH:19][S:20]([C:23]2([CH2:26][CH:40]([OH:39])[CH2:44][OH:43])[CH2:25][CH2:24]2)(=[O:21])=[O:22])=[C:12]([NH:29][C:30]2[CH:35]=[CH:34][C:33]([I:36])=[CH:32][C:31]=2[F:37])[C:11]=1[F:38], predict the reactants needed to synthesize it. The reactants are: C[N+:2]1([O-])[CH2:7][CH2:6][O:5][CH2:4]C1.[F:9][C:10]1C2N=COC=2[C:13]([NH:19][S:20]([C:23]2([CH2:26]C=C)[CH2:25][CH2:24]2)(=[O:22])=[O:21])=[C:12]([NH:29][C:30]2[CH:35]=[CH:34][C:33]([I:36])=[CH:32][C:31]=2[F:37])[C:11]=1[F:38].[OH2:39].[CH2:40]1[CH2:44][O:43]CC1. (4) The reactants are: [Cl:1][C:2]1[CH:26]=[CH:25][C:5]([O:6][CH2:7][C:8]2[NH:9][C:10]3[C:16]([O:17][CH2:18][C:19]4[CH:24]=[CH:23][CH:22]=[CH:21][CH:20]=4)=[CH:15][CH:14]=[CH:13][C:11]=3[N:12]=2)=[CH:4][CH:3]=1.[H-].[Na+].[C:29]([O:33][C:34]([N:36]1[CH2:41][CH2:40][CH2:39][CH:38]([CH2:42][CH2:43][CH2:44]Br)[CH2:37]1)=[O:35])([CH3:32])([CH3:31])[CH3:30]. Given the product [Cl:1][C:2]1[CH:3]=[CH:4][C:5]([O:6][CH2:7][C:8]2[N:12]([CH2:44][CH2:43][CH2:42][CH:38]3[CH2:39][CH2:40][CH2:41][N:36]([C:34]([O:33][C:29]([CH3:30])([CH3:32])[CH3:31])=[O:35])[CH2:37]3)[C:11]3[CH:13]=[CH:14][CH:15]=[C:16]([O:17][CH2:18][C:19]4[CH:20]=[CH:21][CH:22]=[CH:23][CH:24]=4)[C:10]=3[N:9]=2)=[CH:25][CH:26]=1, predict the reactants needed to synthesize it.